Predict the product of the given reaction. From a dataset of Forward reaction prediction with 1.9M reactions from USPTO patents (1976-2016). (1) Given the reactants [Cl:1][C:2]1[CH:3]=[C:4]2[C:9](=[CH:10][C:11]=1F)[O:8][CH:7]([C:13]([F:16])([F:15])[F:14])[C:6]([C:17]([O:19][CH2:20][CH3:21])=[O:18])=[CH:5]2.[CH2:22]([C:24]1[CH:29]=[CH:28][C:27]([OH:30])=[CH:26][CH:25]=1)[CH3:23].C(=O)([O-])[O-].[K+].[K+].O, predict the reaction product. The product is: [Cl:1][C:2]1[CH:3]=[C:4]2[C:9](=[CH:10][C:11]=1[O:30][C:27]1[CH:28]=[CH:29][C:24]([CH2:22][CH3:23])=[CH:25][CH:26]=1)[O:8][CH:7]([C:13]([F:16])([F:15])[F:14])[C:6]([C:17]([O:19][CH2:20][CH3:21])=[O:18])=[CH:5]2. (2) Given the reactants [H-].[Na+].[C:3](OCC)(=[O:5])[CH3:4].[CH3:9][O:10][C:11]1[CH:16]=[CH:15][C:14]([C:17](=[O:19])[CH3:18])=[CH:13][CH:12]=1.Cl, predict the reaction product. The product is: [CH3:9][O:10][C:11]1[CH:16]=[CH:15][C:14]([C:17](=[O:19])[CH2:18][C:3](=[O:5])[CH3:4])=[CH:13][CH:12]=1. (3) The product is: [CH3:21][O:25][N:26]([CH3:27])[C:15]([C:10]1[C:11]([CH3:14])=[N:12][S:13][C:9]=1[NH:8][C:6](=[O:7])[O:5][C:1]([CH3:2])([CH3:3])[CH3:4])=[O:17]. Given the reactants [C:1]([O:5][C:6]([NH:8][C:9]1[S:13][N:12]=[C:11]([CH3:14])[C:10]=1[C:15]([OH:17])=O)=[O:7])([CH3:4])([CH3:3])[CH3:2].CN([C:21]([O:25][N:26]1N=NC2C=CC=N[C:27]1=2)=[N+](C)C)C.F[P-](F)(F)(F)(F)F.CCN(C(C)C)C(C)C.Cl.CNOC, predict the reaction product. (4) Given the reactants C[O:2][C:3](=O)[C:4]1[CH:9]=[CH:8][CH:7]=[C:6](/[CH:10]=[CH:11]/[C:12]2[N:17]=[C:16]([CH3:18])[CH:15]=[C:14]([N:19]3[CH2:23][CH2:22][CH2:21][CH2:20]3)[N:13]=2)[CH:5]=1.COC(=O)C1C=CC=C(/C=C/C2N=C(Cl)C=C(C)N=2)C=1.[Cl-].[Cl-].[Ca+2].[BH4-].[Na+], predict the reaction product. The product is: [CH3:18][C:16]1[CH:15]=[C:14]([N:19]2[CH2:20][CH2:21][CH2:22][CH2:23]2)[N:13]=[C:12](/[CH:11]=[CH:10]/[C:6]2[CH:5]=[C:4]([CH2:3][OH:2])[CH:9]=[CH:8][CH:7]=2)[N:17]=1.